Predict the product of the given reaction. From a dataset of Forward reaction prediction with 1.9M reactions from USPTO patents (1976-2016). (1) Given the reactants [Br:1][C:2]1[CH:10]=[C:9]2[C:5](/[C:6](=[CH:12]/[C:13]3[CH:18]=[CH:17][CH:16]=[C:15]([Cl:19])[CH:14]=3)/[C:7](=[O:11])[NH:8]2)=[CH:4][CH:3]=1.[H-].[Na+].[CH3:22][Si:23]([CH3:30])([CH3:29])[CH2:24][CH2:25][O:26][CH2:27]Cl, predict the reaction product. The product is: [Br:1][C:2]1[CH:10]=[C:9]2[C:5](/[C:6](=[CH:12]/[C:13]3[CH:18]=[CH:17][CH:16]=[C:15]([Cl:19])[CH:14]=3)/[C:7](=[O:11])[N:8]2[CH2:27][O:26][CH2:25][CH2:24][Si:23]([CH3:30])([CH3:29])[CH3:22])=[CH:4][CH:3]=1. (2) Given the reactants [F:1][C:2]1[CH:7]=[CH:6][C:5]([CH:8]([N:34]2[CH2:39][CH2:38][N:37]([CH:40]([CH3:42])[CH3:41])[CH2:36][CH2:35]2)[CH2:9][N:10]2[CH2:15][CH2:14][N:13]([CH2:16][CH2:17][CH2:18][C:19]([C:26](=O)[C:27]3[CH:32]=[CH:31][CH:30]=[CH:29][CH:28]=3)=[CH:20]N3CCCC3)[CH2:12][CH2:11]2)=[CH:4][CH:3]=1.Cl.[NH2:44][C:45]([NH2:47])=[NH:46].[OH-].[K+], predict the reaction product. The product is: [F:1][C:2]1[CH:7]=[CH:6][C:5]([CH:8]([N:34]2[CH2:35][CH2:36][N:37]([CH:40]([CH3:42])[CH3:41])[CH2:38][CH2:39]2)[CH2:9][N:10]2[CH2:15][CH2:14][N:13]([CH2:16][CH2:17][CH2:18][C:19]3[C:26]([C:27]4[CH:32]=[CH:31][CH:30]=[CH:29][CH:28]=4)=[N:46][C:45]([NH2:47])=[N:44][CH:20]=3)[CH2:12][CH2:11]2)=[CH:4][CH:3]=1. (3) Given the reactants C(OC([N:8]1[CH2:12][CH2:11][CH2:10][C@H:9]1[CH2:13][NH:14][C:15]1[N:23]=[C:22]2[C:18]([NH:19][C:20](=[O:32])[N:21]2[C:24]2[CH:29]=[CH:28][CH:27]=[CH:26][C:25]=2[O:30][CH3:31])=[C:17]([C:33]([O:35]CC)=O)[N:16]=1)=O)(C)(C)C.[NH2:38]C1C(C(OCC)=O)=NC(NC[C@@H]2CCCN2C(OC(C)(C)C)=O)=NC=1NC1C=CC=CC=1OC, predict the reaction product. The product is: [CH3:31][O:30][C:25]1[CH:26]=[CH:27][CH:28]=[CH:29][C:24]=1[N:21]1[C:20](=[O:32])[NH:19][C:18]2[C:22]1=[N:23][C:15]([NH:14][CH2:13][C@@H:9]1[CH2:10][CH2:11][CH2:12][NH:8]1)=[N:16][C:17]=2[C:33]([NH2:38])=[O:35].